This data is from Catalyst prediction with 721,799 reactions and 888 catalyst types from USPTO. The task is: Predict which catalyst facilitates the given reaction. (1) Product: [CH3:32][CH:33]([NH:43][CH2:44][CH:45]([OH:56])[C:46]1[CH:47]=[CH:48][C:49]([OH:55])=[C:50]([NH:52][CH:53]=[O:54])[CH:51]=1)[CH2:34][C:35]1[CH:36]=[CH:37][C:38]([O:41][CH3:42])=[CH:39][CH:40]=1. Reactant: C(O)(=O)CC(CC(O)=O)(C(O)=O)O.C([O-])(=O)CC(CC([O-])=O)(C([O-])=O)O.[Na+].[Na+].[Na+].[Cl-].[Na+].[CH3:32][CH:33]([NH:43][CH2:44][CH:45]([OH:56])[C:46]1[CH:47]=[CH:48][C:49]([OH:55])=[C:50]([NH:52][CH:53]=[O:54])[CH:51]=1)[CH2:34][C:35]1[CH:36]=[CH:37][C:38]([O:41][CH3:42])=[CH:39][CH:40]=1.C(/C(O)=O)=C\C(O)=O.O.O. The catalyst class is: 6. (2) Reactant: [CH3:1][O:2][C:3]1[CH:8]=[CH:7][C:6](B(O)O)=[CH:5][C:4]=1[CH3:12].Br[C:14]1[CH:19]=[C:18]([CH3:20])[CH:17]=[CH:16][N:15]=1.P([O-])([O-])([O-])=O.[K+].[K+].[K+].O1CCOCC1. Product: [CH3:20][C:18]1[CH:17]=[CH:16][N:15]=[C:14]([C:6]2[CH:7]=[CH:8][C:3]([O:2][CH3:1])=[C:4]([CH3:12])[CH:5]=2)[CH:19]=1. The catalyst class is: 6. (3) Product: [CH2:1]([N:5]1[C:13](=[O:14])[C:12]2[N:11]([CH2:15][CH:16]=[CH2:17])[C:10]([C:18]([OH:20])=[O:19])=[N:9][C:8]=2[N:7]([CH2:22][CH2:23][CH2:24][CH3:25])[C:6]1=[O:26])[CH2:2][CH2:3][CH3:4]. Reactant: [CH2:1]([N:5]1[C:13](=[O:14])[C:12]2[N:11]([CH2:15][CH:16]=[CH2:17])[C:10]([C:18]([O:20]C)=[O:19])=[N:9][C:8]=2[N:7]([CH2:22][CH2:23][CH2:24][CH3:25])[C:6]1=[O:26])[CH2:2][CH2:3][CH3:4].[Li+].[OH-].Cl.CCOC(C)=O. The catalyst class is: 24.